From a dataset of NCI-60 drug combinations with 297,098 pairs across 59 cell lines. Regression. Given two drug SMILES strings and cell line genomic features, predict the synergy score measuring deviation from expected non-interaction effect. (1) Drug 2: C1=CC=C(C(=C1)C(C2=CC=C(C=C2)Cl)C(Cl)Cl)Cl. Drug 1: CC1C(C(CC(O1)OC2CC(CC3=C2C(=C4C(=C3O)C(=O)C5=C(C4=O)C(=CC=C5)OC)O)(C(=O)CO)O)N)O.Cl. Synergy scores: CSS=8.28, Synergy_ZIP=4.56, Synergy_Bliss=11.0, Synergy_Loewe=-30.1, Synergy_HSA=-4.42. Cell line: SNB-75. (2) Drug 1: C1CCC(C1)C(CC#N)N2C=C(C=N2)C3=C4C=CNC4=NC=N3. Drug 2: C1C(C(OC1N2C=C(C(=O)NC2=O)F)CO)O. Cell line: TK-10. Synergy scores: CSS=55.3, Synergy_ZIP=5.88, Synergy_Bliss=5.10, Synergy_Loewe=-13.9, Synergy_HSA=6.73.